The task is: Predict the reactants needed to synthesize the given product.. This data is from Full USPTO retrosynthesis dataset with 1.9M reactions from patents (1976-2016). Given the product [Cl:23][C:24]1[C:25]([CH2:71][C:72]2[CH:73]=[CH:74][C:75]([CH2:78][CH3:79])=[CH:76][CH:77]=2)=[CH:26][C:27]([C@H:32]2[C@H:37]([O:38][CH2:39][C:40]3[CH:41]=[CH:42][CH:43]=[CH:44][CH:45]=3)[C@@H:36]([O:46][CH2:47][C:48]3[CH:53]=[CH:52][CH:51]=[CH:50][CH:49]=3)[C@H:35]([O:54][CH2:55][C:56]3[CH:61]=[CH:60][CH:59]=[CH:58][CH:57]=3)[C@@H:34]([CH2:62][O:63][CH2:64][C:65]3[CH:66]=[CH:67][CH:68]=[CH:69][CH:70]=3)[O:33]2)=[C:28]([CH:29]=1)[CH:30]=[O:31], predict the reactants needed to synthesize it. The reactants are: CC(OI1(OC(C)=O)(OC(C)=O)OC(=O)C2C=CC=CC1=2)=O.[Cl:23][C:24]1[C:25]([CH2:71][C:72]2[CH:77]=[CH:76][C:75]([CH2:78][CH3:79])=[CH:74][CH:73]=2)=[CH:26][C:27]([C@H:32]2[C@H:37]([O:38][CH2:39][C:40]3[CH:45]=[CH:44][CH:43]=[CH:42][CH:41]=3)[C@@H:36]([O:46][CH2:47][C:48]3[CH:53]=[CH:52][CH:51]=[CH:50][CH:49]=3)[C@H:35]([O:54][CH2:55][C:56]3[CH:61]=[CH:60][CH:59]=[CH:58][CH:57]=3)[C@@H:34]([CH2:62][O:63][CH2:64][C:65]3[CH:70]=[CH:69][CH:68]=[CH:67][CH:66]=3)[O:33]2)=[C:28]([CH2:30][OH:31])[CH:29]=1.